Dataset: Forward reaction prediction with 1.9M reactions from USPTO patents (1976-2016). Task: Predict the product of the given reaction. (1) Given the reactants [CH3:1][C@@H:2]1[CH2:6][C@@H:5]([O:7]S(C2C=CC(C)=CC=2)(=O)=O)[CH2:4][N:3]1[C:18]([O:20][C:21]([CH3:24])([CH3:23])[CH3:22])=[O:19].[OH2:25].[C:26]1([CH3:32])C=CC=CC=1, predict the reaction product. The product is: [C:26]([O:7][C@@H:5]1[CH2:4][N:3]([C:18]([O:20][C:21]([CH3:22])([CH3:23])[CH3:24])=[O:19])[C@H:2]([CH3:1])[CH2:6]1)(=[O:25])[CH3:32]. (2) Given the reactants [CH3:1][O:2][C:3](=[O:17])[C@@H:4]([O:14][CH2:15][CH3:16])[CH2:5][C:6]1[CH:11]=[CH:10][C:9]([OH:12])=[CH:8][C:7]=1[CH3:13].[Cl:18][C:19]1[CH:20]=[C:21]([C:26]2[S:27][CH:28]=[C:29]([CH2:31]Cl)[N:30]=2)[CH:22]=[CH:23][C:24]=1[F:25].ClC1C=C(C=CC=1F)C(N)=S.ClCC(CCl)=O.C(=O)([O-])[O-].[Cs+].[Cs+].[I-].[K+], predict the reaction product. The product is: [CH3:1][O:2][C:3](=[O:17])[C@@H:4]([O:14][CH2:15][CH3:16])[CH2:5][C:6]1[CH:11]=[CH:10][C:9]([O:12][CH2:31][C:29]2[N:30]=[C:26]([C:21]3[CH:22]=[CH:23][C:24]([F:25])=[C:19]([Cl:18])[CH:20]=3)[S:27][CH:28]=2)=[CH:8][C:7]=1[CH3:13]. (3) Given the reactants CN([CH:4]=[O:5])C.O=P(Cl)(Cl)Cl.[F:11][CH2:12][CH2:13][N:14]1[C:18]([CH3:19])=[CH:17][C:16]([CH3:20])=[N:15]1.C(=O)([O-])[O-].[K+].[K+], predict the reaction product. The product is: [F:11][CH2:12][CH2:13][N:14]1[C:18]([CH3:19])=[C:17]([CH:4]=[O:5])[C:16]([CH3:20])=[N:15]1. (4) Given the reactants [CH3:1][C:2]1[C:11]([C:12]2[S:13][C:14]([C:23]3[N:27]=[CH:26][N:25]([CH:28]4[CH2:33][CH2:32][CH2:31][CH2:30][O:29]4)[N:24]=3)=[C:15]([C:17]3[CH:22]=[CH:21][CH:20]=[CH:19][CH:18]=3)[N:16]=2)=[C:5]2[CH:6]=[C:7]([OH:10])[CH:8]=[CH:9][N:4]2[N:3]=1.C(=O)([O-])[O-].[K+].[K+].Cl[CH2:41][CH2:42][CH2:43][N:44]1[CH2:49][CH2:48][O:47][CH2:46][CH2:45]1.C(=O)(O)[O-].[Na+], predict the reaction product. The product is: [CH3:1][C:2]1[C:11]([C:12]2[S:13][C:14]([C:23]3[N:27]=[CH:26][N:25]([CH:28]4[CH2:33][CH2:32][CH2:31][CH2:30][O:29]4)[N:24]=3)=[C:15]([C:17]3[CH:22]=[CH:21][CH:20]=[CH:19][CH:18]=3)[N:16]=2)=[C:5]2[CH:6]=[C:7]([O:10][CH2:41][CH2:42][CH2:43][N:44]3[CH2:49][CH2:48][O:47][CH2:46][CH2:45]3)[CH:8]=[CH:9][N:4]2[N:3]=1. (5) Given the reactants [CH3:1][C@@H:2]1[O:7][C@@H:6]([O:8][C:9]2[C:18](=[O:19])[C:17]3[C:16]([OH:20])=[CH:15][C:14]([O:21][C@@H]4O[C@H](CO)[C@@H](O)[C@H](O)[C@H]4O)=[C:13]([CH2:33][CH:34]=[C:35]([CH3:37])[CH3:36])[C:12]=3[O:11][C:10]=2[C:38]2[CH:39]=[CH:40][C:41]([O:44][CH3:45])=[CH:42][CH:43]=2)[C@H:5]([OH:46])[C@H:4]([OH:47])[C@H:3]1[OH:48].P([O-])(O)(O)=O.[Na+].P([O-])([O-])(O)=O.[Na+].[Na+].O=C[C@@H]([C@H]([C@@H]([C@@H](CO)O)O)O)O, predict the reaction product. The product is: [CH3:1][C@H:2]1[O:7][C@@H:6]([O:8][C:9]2[C:18](=[O:19])[C:17]3[C:16]([OH:20])=[CH:15][C:14]([OH:21])=[C:13]([CH2:33][CH:34]=[C:35]([CH3:37])[CH3:36])[C:12]=3[O:11][C:10]=2[C:38]2[CH:39]=[CH:40][C:41]([O:44][CH3:45])=[CH:42][CH:43]=2)[C@@H:5]([OH:46])[C@@H:4]([OH:47])[C@@H:3]1[OH:48]. (6) Given the reactants CC1(C)OC(C(=O)C)(C)CO1.C(O[CH:15](OCC)[CH2:16][C:17]([C:19]1([CH3:26])[CH2:23][O:22][C:21]([CH3:25])([CH3:24])[O:20]1)=O)C.S(O)(O)(=O)=O.[NH2:35][C:36]1[NH:37][CH:38]=[CH:39][N:40]=1, predict the reaction product. The product is: [CH3:25][C:21]1([CH3:24])[O:20][C:19]([C:17]2[CH:16]=[CH:15][N:37]3[CH:38]=[CH:39][N:40]=[C:36]3[N:35]=2)([CH3:26])[CH2:23][O:22]1. (7) Given the reactants [C:1]1([CH3:8])[CH:6]=[CH:5][C:4](Br)=[CH:3][CH:2]=1.[Br-].[CH3:10][O:11][C:12]1[CH:17]=[CH:16][C:15]([NH2:18])=[CH:14][CH:13]=1.CC(C)([O-])C.[Na+].C1(C(C2C=CC=CC=2)=C(P(C2CCCCC2)C2CCCCC2)C)C=CC=CC=1.[Cl-].[NH4+], predict the reaction product. The product is: [CH3:10][O:11][C:12]1[CH:17]=[CH:16][C:15]([NH:18][C:4]2[CH:5]=[CH:6][C:1]([CH3:8])=[CH:2][CH:3]=2)=[CH:14][CH:13]=1. (8) Given the reactants Cl.[N:2]1([C:8]2[CH:9]=[C:10]([CH:14]3[N:18]([C:19]4[CH:24]=[CH:23][C:22]([F:25])=[CH:21][C:20]=4[F:26])[N:17]=[C:16]([C:27]([F:33])([F:32])[C:28]([F:31])([F:30])[F:29])[CH2:15]3)[CH:11]=[CH:12][CH:13]=2)[CH2:7][CH2:6][NH:5][CH2:4][CH2:3]1.C(N(CC)CC)C.[CH:41]1([S:44](Cl)(=[O:46])=[O:45])[CH2:43][CH2:42]1, predict the reaction product. The product is: [CH:41]1([S:44]([N:5]2[CH2:4][CH2:3][N:2]([C:8]3[CH:9]=[C:10]([CH:14]4[N:18]([C:19]5[CH:24]=[CH:23][C:22]([F:25])=[CH:21][C:20]=5[F:26])[N:17]=[C:16]([C:27]([F:33])([F:32])[C:28]([F:29])([F:30])[F:31])[CH2:15]4)[CH:11]=[CH:12][CH:13]=3)[CH2:7][CH2:6]2)(=[O:46])=[O:45])[CH2:43][CH2:42]1. (9) Given the reactants [C:1](=[O:15])([O:5][C:6]1[CH:11]=[CH:10][C:9]([N+:12]([O-:14])=[O:13])=[CH:8][CH:7]=1)[O:2][CH2:3]Cl.[P:16]([O-:34])([O:26][CH2:27][C:28]1[CH:33]=[CH:32][CH:31]=[CH:30][CH:29]=1)([O:18][CH2:19][C:20]1[CH:25]=[CH:24][CH:23]=[CH:22][CH:21]=1)=[O:17], predict the reaction product. The product is: [C:1](=[O:15])([O:5][C:6]1[CH:11]=[CH:10][C:9]([N+:12]([O-:14])=[O:13])=[CH:8][CH:7]=1)[O:2][CH2:3][O:34][P:16]([O:18][CH2:19][C:20]1[CH:25]=[CH:24][CH:23]=[CH:22][CH:21]=1)([O:26][CH2:27][C:28]1[CH:33]=[CH:32][CH:31]=[CH:30][CH:29]=1)=[O:17]. (10) Given the reactants [CH2:1]([O:3][C:4](=[O:8])[CH:5](Br)[CH3:6])[CH3:2].C(=O)([O-])[O-].[Cs+].[Cs+].[Cl:15][C:16]1[CH:21]=[CH:20][C:19]([OH:22])=[C:18]([CH:23]2[CH2:28][CH2:27][CH2:26][CH2:25][CH2:24]2)[CH:17]=1.Cl, predict the reaction product. The product is: [CH2:1]([O:3][C:4](=[O:8])[CH:5]([O:22][C:19]1[CH:20]=[CH:21][C:16]([Cl:15])=[CH:17][C:18]=1[CH:23]1[CH2:28][CH2:27][CH2:26][CH2:25][CH2:24]1)[CH3:6])[CH3:2].